Dataset: Full USPTO retrosynthesis dataset with 1.9M reactions from patents (1976-2016). Task: Predict the reactants needed to synthesize the given product. (1) Given the product [Cl:36][C:13]1[CH:14]=[C:15]([C:18]2[S:26][C:25]3[C:24](=[O:27])[N:23]=[CH:22][N:21]([CH2:28][C:29]4[CH:34]=[CH:33][C:32]([Cl:35])=[CH:31][CH:30]=4)[C:20]=3[CH:19]=2)[CH:16]=[CH:17][C:12]=1[NH:11][C:8]([C:3]1[CH:4]=[CH:5][CH:6]=[CH:7][N:2]=1)=[O:9], predict the reactants needed to synthesize it. The reactants are: Cl.[N:2]1[CH:7]=[CH:6][CH:5]=[CH:4][C:3]=1[C:8](Cl)=[O:9].[NH2:11][C:12]1[CH:17]=[CH:16][C:15]([C:18]2[S:26][C:25]3[C:24](=[O:27])[N:23]=[CH:22][N:21]([CH2:28][C:29]4[CH:34]=[CH:33][C:32]([Cl:35])=[CH:31][CH:30]=4)[C:20]=3[CH:19]=2)=[CH:14][C:13]=1[Cl:36]. (2) Given the product [F:36][C:33]1[CH:34]=[CH:35][C:30]([CH2:29][O:20][C:17]2[CH:18]=[CH:19][C:14]([CH2:13][C:10]3[CH:9]=[C:8]([C:5]4[CH:4]=[CH:3][C:2]([NH2:1])=[N:7][CH:6]=4)[O:12][N:11]=3)=[CH:15][CH:16]=2)=[N:31][CH:32]=1, predict the reactants needed to synthesize it. The reactants are: [NH2:1][C:2]1[N:7]=[CH:6][C:5]([C:8]2[O:12][N:11]=[C:10]([CH2:13][C:14]3[CH:19]=[CH:18][C:17]([OH:20])=[CH:16][CH:15]=3)[CH:9]=2)=[CH:4][CH:3]=1.O1CCCC1.[OH-].[Na+].Cl[CH2:29][C:30]1[CH:35]=[CH:34][C:33]([F:36])=[CH:32][N:31]=1.